From a dataset of Full USPTO retrosynthesis dataset with 1.9M reactions from patents (1976-2016). Predict the reactants needed to synthesize the given product. (1) Given the product [CH:40]1([NH:45][C:2]2[C:11]3[C:6](=[C:7]([C:13]([NH:15][C:16]4[C:21]([F:22])=[CH:20][CH:19]=[C:18]([NH:23][S:24]([CH2:27][CH2:28][CH3:29])(=[O:26])=[O:25])[C:17]=4[F:30])=[O:14])[CH:8]=[C:9]([CH3:12])[CH:10]=3)[N:5]=[CH:4][N:3]=2)[CH2:44][CH2:43][CH2:42][CH2:41]1, predict the reactants needed to synthesize it. The reactants are: Cl[C:2]1[C:11]2[C:6](=[C:7]([C:13]([NH:15][C:16]3[C:21]([F:22])=[CH:20][CH:19]=[C:18]([NH:23][S:24]([CH2:27][CH2:28][CH3:29])(=[O:26])=[O:25])[C:17]=3[F:30])=[O:14])[CH:8]=[C:9]([CH3:12])[CH:10]=2)[N:5]=[CH:4][N:3]=1.C(N(CC)C(C)C)(C)C.[CH:40]1([NH2:45])[CH2:44][CH2:43][CH2:42][CH2:41]1. (2) Given the product [CH3:35][C:27]([CH3:26])([CH2:28][C:29](=[O:34])[NH:9][C:10]1[S:14][C:13]2[CH2:15][CH2:16][CH2:17][CH2:18][C:12]=2[C:11]=1[C:19]1[O:23][N:22]=[C:21]([CH3:24])[N:20]=1)[CH2:32][C:31]([OH:30])=[O:33], predict the reactants needed to synthesize it. The reactants are: CC(C)(CC([NH:9][C:10]1[S:14][C:13]2[CH2:15][CH2:16][CH2:17][CH2:18][C:12]=2[C:11]=1[C:19]1[O:23][N:22]=[C:21]([CH3:24])[N:20]=1)=O)C(O)=O.[CH3:26][C:27]1([CH3:35])[CH2:32][C:31](=[O:33])[O:30][C:29](=[O:34])[CH2:28]1. (3) Given the product [Cl:24][C:20]1[CH:19]=[C:18]2[C:23]([C:15]([NH:1][C:2]3[C:10]([O:11][CH2:12][CH3:13])=[CH:9][CH:8]=[CH:7][C:3]=3[C:4]([OH:6])=[O:5])([CH2:26][C:27]3[CH:32]=[CH:31][CH:30]=[C:29]([Cl:33])[CH:28]=3)[C:16](=[O:25])[NH:17]2)=[CH:22][CH:21]=1, predict the reactants needed to synthesize it. The reactants are: [NH2:1][C:2]1[C:10]([O:11][CH2:12][CH3:13])=[CH:9][CH:8]=[CH:7][C:3]=1[C:4]([OH:6])=[O:5].Br[C:15]1([CH2:26][C:27]2[CH:32]=[CH:31][CH:30]=[C:29]([Cl:33])[CH:28]=2)[C:23]2[C:18](=[CH:19][C:20]([Cl:24])=[CH:21][CH:22]=2)[NH:17][C:16]1=[O:25].CCN(C(C)C)C(C)C. (4) The reactants are: [F-:1].[K+].Cl[C:4]1[CH:23]=[CH:22][C:21]([N+:24]([O-:26])=[O:25])=[CH:20][C:5]=1[C:6]([NH:8][CH2:9][C:10]([O:12][CH2:13][C:14]1[CH:19]=[CH:18][CH:17]=[CH:16][CH:15]=1)=[O:11])=[O:7].C1OCCOCCOCCOCCOCCOC1. Given the product [F:1][C:4]1[CH:23]=[CH:22][C:21]([N+:24]([O-:26])=[O:25])=[CH:20][C:5]=1[C:6]([NH:8][CH2:9][C:10]([O:12][CH2:13][C:14]1[CH:19]=[CH:18][CH:17]=[CH:16][CH:15]=1)=[O:11])=[O:7], predict the reactants needed to synthesize it. (5) Given the product [C:27]([O:26][C:24]([NH:23][CH2:22][CH2:21][N:6]1[C:5]([C:3]([O:2][CH3:1])=[O:4])=[C:13]2[C:8]([C:9]3[CH:17]=[C:16]([C:38]4[CH:37]=[CH:36][CH:35]=[C:34]([N+:31]([O-:33])=[O:32])[CH:39]=4)[C:15]([O:19][CH3:20])=[CH:14][C:10]=3[CH2:11][CH2:12]2)=[N:7]1)=[O:25])([CH3:30])([CH3:29])[CH3:28], predict the reactants needed to synthesize it. The reactants are: [CH3:1][O:2][C:3]([C:5]1[N:6]([CH2:21][CH2:22][NH:23][C:24]([O:26][C:27]([CH3:30])([CH3:29])[CH3:28])=[O:25])[N:7]=[C:8]2[C:13]=1[CH2:12][CH2:11][C:10]1[CH:14]=[C:15]([O:19][CH3:20])[C:16](Br)=[CH:17][C:9]2=1)=[O:4].[N+:31]([C:34]1[CH:35]=[C:36](B(O)O)[CH:37]=[CH:38][CH:39]=1)([O-:33])=[O:32].C(=O)([O-])[O-].[Na+].[Na+].C1(P(C2C=CC=CC=2)C2C=CC=CC=2)C=CC=CC=1. (6) Given the product [C:1]([O:5][C:6](=[O:28])[NH:7][C:8]1[S:9][C:10]2[CH:16]=[C:15]([CH2:17][Br:55])[CH:14]=[C:13]([C:19]3[CH:24]=[CH:23][CH:22]=[C:21]([N+:25]([O-:27])=[O:26])[CH:20]=3)[C:11]=2[N:12]=1)([CH3:4])([CH3:3])[CH3:2], predict the reactants needed to synthesize it. The reactants are: [C:1]([O:5][C:6](=[O:28])[NH:7][C:8]1[S:9][C:10]2[CH:16]=[C:15]([CH2:17]O)[CH:14]=[C:13]([C:19]3[CH:24]=[CH:23][CH:22]=[C:21]([N+:25]([O-:27])=[O:26])[CH:20]=3)[C:11]=2[N:12]=1)([CH3:4])([CH3:3])[CH3:2].C1C=CC(P(C2C=CC=CC=2)C2C=CC=CC=2)=CC=1.C1C(=O)N([Br:55])C(=O)C1. (7) Given the product [CH3:1][C:2]1[CH:3]=[C:4]([CH:18]=[CH:19][C:20]=1[CH3:21])[C:5]([C:7]1[C:16](=[O:17])[C:15]2[C:10](=[CH:11][CH:12]=[CH:13][N:14]=2)[N:9]([CH2:24][C:25]2[CH:30]=[CH:29][CH:28]=[C:27]([CH3:31])[N:26]=2)[CH:8]=1)=[O:6], predict the reactants needed to synthesize it. The reactants are: [CH3:1][C:2]1[CH:3]=[C:4]([CH:18]=[CH:19][C:20]=1[CH3:21])[C:5]([C:7]1[C:16](=[O:17])[C:15]2[C:10](=[CH:11][CH:12]=[CH:13][N:14]=2)[NH:9][CH:8]=1)=[O:6].[H-].[Na+].[CH3:24][C:25]1[CH:30]=[CH:29][CH:28]=[C:27]([CH2:31]Br)[N:26]=1.